Dataset: Peptide-MHC class I binding affinity with 185,985 pairs from IEDB/IMGT. Task: Regression. Given a peptide amino acid sequence and an MHC pseudo amino acid sequence, predict their binding affinity value. This is MHC class I binding data. (1) The peptide sequence is AVDADDSHF. The MHC is HLA-B39:01 with pseudo-sequence HLA-B39:01. The binding affinity (normalized) is 0.0847. (2) The peptide sequence is NLHYWTAQE. The MHC is HLA-A02:01 with pseudo-sequence HLA-A02:01. The binding affinity (normalized) is 0. (3) The peptide sequence is TPMMIQTRA. The MHC is HLA-A02:01 with pseudo-sequence HLA-A02:01. The binding affinity (normalized) is 0. (4) The peptide sequence is GLEWVAVIWY. The MHC is HLA-A68:01 with pseudo-sequence HLA-A68:01. The binding affinity (normalized) is 0.309.